The task is: Predict the reaction yield, written as a fraction of the theoretical maximum amount of product (1.0 means a 100% yield; for example, 0.34 means a 34% yield).. This data is from Reaction yield outcomes from USPTO patents with 853,638 reactions. (1) The reactants are [OH:1][C:2]1[C:7]([CH2:8][OH:9])=[CH:6][C:5]([N+:10]([O-:12])=[O:11])=[CH:4][C:3]=1[CH2:13][OH:14].CCOC(C)=O.CCCCCC. The product is [OH:1][C:2]1[C:3]([CH:13]=[O:14])=[CH:4][C:5]([N+:10]([O-:12])=[O:11])=[CH:6][C:7]=1[CH:8]=[O:9]. The yield is 0.400. The catalyst is CCOC(C)=O.O=[Mn]=O. (2) The reactants are [Br:1][C:2]1[CH:3]=[C:4]([C:8]([NH:10][CH2:11][CH2:12]CO)=[O:9])[NH:5][C:6]=1[Br:7]. The catalyst is CS(O)(=O)=O.CCOCC. The product is [Br:7][C:6]1[NH:5][C:4]([C:8]2[O:9][CH2:12][CH2:11][N:10]=2)=[CH:3][C:2]=1[Br:1]. The yield is 0.590. (3) The reactants are [NH4+].[OH-].S[C:4]1[N:5]=[C:6]([OH:14])[C:7]2[C@H:12]([CH3:13])[CH2:11][CH2:10][C:8]=2[N:9]=1. The catalyst is [Ni].O. The product is [CH3:13][C@H:12]1[C:7]2[C:6]([OH:14])=[N:5][CH:4]=[N:9][C:8]=2[CH2:10][CH2:11]1. The yield is 0.990. (4) The reactants are [OH:1][C:2]1[CH:7]=[CH:6][CH:5]=[CH:4][C:3]=1[C:8]1[C:9]([C:21]([N:23]2[CH2:27][CH2:26][CH2:25][CH2:24]2)=[O:22])=[C:10]2[C:15](=[CH:16][CH:17]=1)[NH:14][C:13]([CH3:19])([CH3:18])[CH:12]=[C:11]2[CH3:20].CI.[C:30](=O)([O-])[O-].[K+].[K+]. The catalyst is CN(C)C=O.C(OCC)(=O)C. The product is [CH3:30][O:1][C:2]1[CH:7]=[CH:6][CH:5]=[CH:4][C:3]=1[C:8]1[C:9]([C:21]([N:23]2[CH2:27][CH2:26][CH2:25][CH2:24]2)=[O:22])=[C:10]2[C:15](=[CH:16][CH:17]=1)[NH:14][C:13]([CH3:19])([CH3:18])[CH:12]=[C:11]2[CH3:20]. The yield is 0.630.